This data is from Forward reaction prediction with 1.9M reactions from USPTO patents (1976-2016). The task is: Predict the product of the given reaction. Given the reactants [CH2:1]([CH:3]1[C:8](=[O:9])[NH:7][C:6](=[O:10])[NH:5][C:4]1=[O:11])[CH3:2].N([O-])=[N+:13]([O-])[O-:14].[Na+].[Na+].C(N(CC(O)=O)CCN(CC(O)=O)CC(O)=O)CN(CC(O)=O)CC(O)=O, predict the reaction product. The product is: [OH:14][NH:13][C:3]1([CH2:1][CH3:2])[C:4](=[O:11])[NH:5][C:6](=[O:10])[NH:7][C:8]1=[O:9].